The task is: Regression. Given a peptide amino acid sequence and an MHC pseudo amino acid sequence, predict their binding affinity value. This is MHC class I binding data.. This data is from Peptide-MHC class I binding affinity with 185,985 pairs from IEDB/IMGT. (1) The MHC is Patr-B2401 with pseudo-sequence Patr-B2401. The binding affinity (normalized) is 0.370. The peptide sequence is RDRSELSPL. (2) The peptide sequence is APLAHRLGM. The MHC is HLA-B58:01 with pseudo-sequence HLA-B58:01. The binding affinity (normalized) is 0.0847. (3) The peptide sequence is YQAVVPLVY. The MHC is Patr-B1301 with pseudo-sequence Patr-B1301. The binding affinity (normalized) is 0. (4) The peptide sequence is ELNIVDEII. The MHC is HLA-A02:02 with pseudo-sequence HLA-A02:02. The binding affinity (normalized) is 0.226. (5) The peptide sequence is FSQVNFPQI. The MHC is H-2-Kb with pseudo-sequence H-2-Kb. The binding affinity (normalized) is 0.465.